This data is from Forward reaction prediction with 1.9M reactions from USPTO patents (1976-2016). The task is: Predict the product of the given reaction. (1) Given the reactants [CH3:1][C:2]1[S:3][C:4]2[CH:10]=[C:9]([N+:11]([O-:13])=[O:12])[CH:8]=[CH:7][C:5]=2[N:6]=1.[CH2:14]([I:16])[CH3:15].C1C(Cl)=CC=C(Cl)C=1, predict the reaction product. The product is: [I-:16].[CH2:14]([N+:6]1[C:5]2[CH:7]=[CH:8][C:9]([N+:11]([O-:13])=[O:12])=[CH:10][C:4]=2[S:3][C:2]=1[CH3:1])[CH3:15]. (2) Given the reactants [C:1]12([CH2:11]C3N=C(N)C4CCNCC=4N=3)[CH2:10][CH:5]3[CH2:6][CH:7]([CH2:9][CH:3]([CH2:4]3)[CH2:2]1)[CH2:8]2.O.O[N:25]1[C:29]2[CH:30]=[CH:31][CH:32]=C[C:28]=2[N:27]=N1.Cl.CN(C)CCC[N:40]=[C:41]=[N:42][CH2:43]C.C(Cl)Cl.[CH:49]1([C:52](O)=[O:53])[CH2:51][CH2:50]1, predict the reaction product. The product is: [C:1]12([CH2:11][NH:40][C:41]3[C:30]4[CH2:31][CH2:32][N:27]([C:52]([CH:49]5[CH2:51][CH2:50]5)=[O:53])[CH2:28][C:29]=4[N:25]=[CH:43][N:42]=3)[CH2:2][CH:3]3[CH2:9][CH:7]([CH2:6][CH:5]([CH2:4]3)[CH2:10]1)[CH2:8]2. (3) Given the reactants Cl[C:2]1[N:7]=[C:6]([C:8]2[CH:13]=[CH:12][CH:11]=[CH:10][CH:9]=2)[CH:5]=[CH:4][N:3]=1.[CH3:14][NH2:15], predict the reaction product. The product is: [CH3:14][NH:15][C:2]1[N:7]=[C:6]([C:8]2[CH:13]=[CH:12][CH:11]=[CH:10][CH:9]=2)[CH:5]=[CH:4][N:3]=1. (4) Given the reactants Cl.Cl.Cl.[NH2:4][C@H:5]([C:10]1[N:11]=[C:12]([NH:15][C:16]2[CH:21]=[CH:20][C:19]([N:22]3[CH:26]=[C:25]([CH3:27])[N:24]=[CH:23]3)=[C:18]([O:28][CH3:29])[CH:17]=2)[S:13][CH:14]=1)[CH2:6][CH:7]([CH3:9])[CH3:8].[C:30](Cl)(=[O:35])[C:31]([CH3:34])([CH3:33])[CH3:32].C(N(CC)CC)C, predict the reaction product. The product is: [CH3:29][O:28][C:18]1[CH:17]=[C:16]([NH:15][C:12]2[S:13][CH:14]=[C:10]([C@@H:5]([NH:4][C:30](=[O:35])[C:31]([CH3:34])([CH3:33])[CH3:32])[CH2:6][CH:7]([CH3:8])[CH3:9])[N:11]=2)[CH:21]=[CH:20][C:19]=1[N:22]1[CH:26]=[C:25]([CH3:27])[N:24]=[CH:23]1. (5) Given the reactants [NH2:1][C:2]1[N:3]=[C:4]([NH:21][CH:22]2[CH2:24][CH2:23]2)[C:5]2[S:10][C:9](=[O:11])[N:8]([C@@H:12]3[O:18][C@H:17]([CH2:19][OH:20])[C@@H:15]([OH:16])[C@H:13]3[OH:14])[C:6]=2[N:7]=1.[ClH:25], predict the reaction product. The product is: [ClH:25].[NH2:1][C:2]1[N:3]=[C:4]([NH:21][CH:22]2[CH2:23][CH2:24]2)[C:5]2[S:10][C:9](=[O:11])[N:8]([C@@H:12]3[O:18][C@H:17]([CH2:19][OH:20])[C@@H:15]([OH:16])[C@H:13]3[OH:14])[C:6]=2[N:7]=1. (6) Given the reactants [N+:1]([O-:4])([O-])=[O:2].[K+].[C:6]([CH2:8][C:9]1[NH:13][C:12]2[CH:14]=[CH:15][CH:16]=[C:17]([C:18]([O:20][CH3:21])=[O:19])[C:11]=2[N:10]=1)#[N:7].[OH-:22].[Na+], predict the reaction product. The product is: [NH2:7][C:6](=[O:22])[CH2:8][C:9]1[NH:13][C:12]2[CH:14]=[C:15]([N+:1]([O-:4])=[O:2])[CH:16]=[C:17]([C:18]([O:20][CH3:21])=[O:19])[C:11]=2[N:10]=1.